From a dataset of Forward reaction prediction with 1.9M reactions from USPTO patents (1976-2016). Predict the product of the given reaction. (1) Given the reactants [F:1][C:2]([F:19])([F:18])[C:3]1[CH:8]=[CH:7][C:6]([C:9]2[C:10]([C:15](Cl)=[O:16])=[CH:11][CH:12]=[CH:13][CH:14]=2)=[CH:5][CH:4]=1.[NH2:20][C:21]1[CH:26]=[CH:25][C:24]([C:27](=[O:29])[CH3:28])=[CH:23][CH:22]=1.C(N(CC)CC)C.C(OCC)(=O)C, predict the reaction product. The product is: [C:27]([C:24]1[CH:25]=[CH:26][C:21]([NH:20][C:15]([C:10]2[C:9]([C:6]3[CH:7]=[CH:8][C:3]([C:2]([F:19])([F:18])[F:1])=[CH:4][CH:5]=3)=[CH:14][CH:13]=[CH:12][CH:11]=2)=[O:16])=[CH:22][CH:23]=1)(=[O:29])[CH3:28]. (2) The product is: [CH2:1]([O:8][C:9]([NH:11][C@H:12]([C:16]1[CH:21]=[CH:20][CH:19]=[CH:18][CH:17]=1)[C:13]([NH:29][C@H:28]([C:30]([O:32][C:33]([CH3:36])([CH3:35])[CH3:34])=[O:31])[CH2:27][O:26][C:22]([CH3:25])([CH3:23])[CH3:24])=[O:15])=[O:10])[C:2]1[CH:3]=[CH:4][CH:5]=[CH:6][CH:7]=1. Given the reactants [CH2:1]([O:8][C:9]([NH:11][C@H:12]([C:16]1[CH:21]=[CH:20][CH:19]=[CH:18][CH:17]=1)[C:13]([OH:15])=O)=[O:10])[C:2]1[CH:7]=[CH:6][CH:5]=[CH:4][CH:3]=1.[C:22]([O:26][CH2:27][C@@H:28]([C:30]([O:32][C:33]([CH3:36])([CH3:35])[CH3:34])=[O:31])[NH2:29])([CH3:25])([CH3:24])[CH3:23].N1C(C)=CC=CC=1C.CN(C(ON1N=NC2C=CC=CC1=2)=[N+](C)C)C.[B-](F)(F)(F)F, predict the reaction product. (3) Given the reactants C1([NH:7]C2CCCCC2)CCCCC1.C([N:21]1[CH2:29][C@H:27]([OH:28])[CH2:26][C@H:22]1[C:23]([OH:25])=O)(OC(C)(C)C)=O.[C:30](O[C:30]([O:32][C:33]([CH3:36])([CH3:35])[CH3:34])=[O:31])([O:32][C:33]([CH3:36])([CH3:35])[CH3:34])=[O:31].N1C=CC=CC=1.C(=O)(O)[O-].[NH4+], predict the reaction product. The product is: [C:30]([NH:7][C:23]([C@@H:22]1[CH2:26][C@@H:27]([OH:28])[CH2:29][NH:21]1)=[O:25])([O:32][C:33]([CH3:36])([CH3:35])[CH3:34])=[O:31].